This data is from Forward reaction prediction with 1.9M reactions from USPTO patents (1976-2016). The task is: Predict the product of the given reaction. (1) Given the reactants [O:1]([CH2:8][C:9]1[CH:18]=[C:12]2[C:13](=[O:17])[NH:14][CH2:15][CH2:16][N:11]2[N:10]=1)[C:2]1[CH:7]=[CH:6][CH:5]=[CH:4][CH:3]=1.C(=O)([O-])[O-].[Cs+].[Cs+].C1(P(C2CCCCC2)C2C=CC=CC=2C2C(C(C)C)=CC(C(C)C)=CC=2C(C)C)CCCCC1.Cl[C:60]1[N:65]=[C:64]([O:66][CH3:67])[C:63]([F:68])=[CH:62][N:61]=1, predict the reaction product. The product is: [F:68][C:63]1[C:64]([O:66][CH3:67])=[N:65][C:60]([N:14]2[CH2:15][CH2:16][N:11]3[N:10]=[C:9]([CH2:8][O:1][C:2]4[CH:3]=[CH:4][CH:5]=[CH:6][CH:7]=4)[CH:18]=[C:12]3[C:13]2=[O:17])=[N:61][CH:62]=1. (2) Given the reactants I[C:2]1[CH:3]=[C:4]2[C:9](=[CH:10][CH:11]=1)[N:8]=[CH:7][C:6]([OH:12])=[CH:5]2.[Cl-].[C:14]([O:18][C:19](=[O:22])[CH2:20][Zn+])([CH3:17])([CH3:16])[CH3:15], predict the reaction product. The product is: [OH:12][C:6]1[CH:7]=[N:8][C:9]2[C:4]([CH:5]=1)=[CH:3][C:2]([CH2:20][C:19]([O:18][C:14]([CH3:17])([CH3:16])[CH3:15])=[O:22])=[CH:11][CH:10]=2. (3) Given the reactants [CH3:1][O:2][C:3](=[O:44])[CH2:4][CH2:5][CH2:6]/[CH:7]=[CH:8]\[CH2:9][C@H:10]1[C:14](=[O:15])[CH2:13][C@@H:12](O[Si](C(C)(C)C)(C)C)[C@@H:11]1/[CH:24]=[CH:25]/[C@@H:26]([O:36][Si](C(C)(C)C)(C)C)[CH2:27][CH2:28][C:29]1[S:30][C:31]([CH3:35])=[C:32]([Br:34])[CH:33]=1.CC(O)=O.O.C([O-])(O)=O.[Na+], predict the reaction product. The product is: [CH3:1][O:2][C:3](=[O:44])[CH2:4][CH2:5][CH2:6]/[CH:7]=[CH:8]\[CH2:9][C@H:10]1[C:14](=[O:15])[CH:13]=[CH:12][C@@H:11]1/[CH:24]=[CH:25]/[C@@H:26]([OH:36])[CH2:27][CH2:28][C:29]1[S:30][C:31]([CH3:35])=[C:32]([Br:34])[CH:33]=1. (4) Given the reactants [CH3:1][O:2][C:3]1[C:8]([O:9][CH2:10][CH2:11][O:12][CH3:13])=[CH:7][CH:6]=[CH:5][C:4]=1[CH2:14][C:15]#[N:16].[C:17](OCC)(=[O:19])[CH3:18], predict the reaction product. The product is: [CH3:1][O:2][C:3]1[C:8]([O:9][CH2:10][CH2:11][O:12][CH3:13])=[CH:7][CH:6]=[CH:5][C:4]=1[CH:14]([C:17](=[O:19])[CH3:18])[C:15]#[N:16]. (5) Given the reactants [CH:1]1([NH:4][C:5]([C:7]2[CH:8]=[CH:9][C:10]([CH3:37])=[C:11]([N:13]3[C:22](=[O:23])[C:21]4[C:16](=[CH:17][CH:18]=[C:19]([O:24][C@@H:25]5[CH2:29][CH2:28][N:27](C(OC(C)(C)C)=O)[CH2:26]5)[CH:20]=4)[N:15]=[CH:14]3)[CH:12]=2)=[O:6])[CH2:3][CH2:2]1.Cl, predict the reaction product. The product is: [CH:1]1([NH:4][C:5](=[O:6])[C:7]2[CH:8]=[CH:9][C:10]([CH3:37])=[C:11]([N:13]3[C:22](=[O:23])[C:21]4[C:16](=[CH:17][CH:18]=[C:19]([O:24][C@@H:25]5[CH2:29][CH2:28][NH:27][CH2:26]5)[CH:20]=4)[N:15]=[CH:14]3)[CH:12]=2)[CH2:2][CH2:3]1. (6) Given the reactants Cl.Cl.[NH:3]1[CH2:8][CH2:7][CH:6]([N:9]2[CH2:13][CH2:12][N:11]([CH2:14][CH2:15][CH2:16][N:17]3[CH2:22][CH2:21][CH2:20][CH2:19][CH2:18]3)[C:10]2=[C:23]([C:26]#[N:27])[C:24]#[N:25])[CH2:5][CH2:4]1.[CH2:28](Br)[CH:29]=[CH2:30].C(=O)([O-])[O-].[K+].[K+].Cl, predict the reaction product. The product is: [CH2:30]([N:3]1[CH2:8][CH2:7][CH:6]([N:9]2[CH2:13][CH2:12][N:11]([CH2:14][CH2:15][CH2:16][N:17]3[CH2:22][CH2:21][CH2:20][CH2:19][CH2:18]3)[C:10]2=[C:23]([C:24]#[N:25])[C:26]#[N:27])[CH2:5][CH2:4]1)[CH:29]=[CH2:28]. (7) Given the reactants [CH2:1]([O:8][C:9]1[CH:14]=[C:13]([O:15][CH2:16][C:17]2[CH:22]=[CH:21][CH:20]=[CH:19][CH:18]=2)[C:12]([CH:23]([CH3:25])[CH3:24])=[CH:11][C:10]=1[C:26]1[O:30][N:29]=[C:28]([C:31]([NH:33][CH2:34][CH3:35])=[O:32])[C:27]=1[C:36]1[N:40]=[C:39](C(Cl)(Cl)Cl)[O:38][N:37]=1)[C:2]1[CH:7]=[CH:6][CH:5]=[CH:4][CH:3]=1.[NH:45]1[CH2:49][CH2:48][CH2:47][CH2:46]1, predict the reaction product. The product is: [CH2:1]([O:8][C:9]1[CH:14]=[C:13]([O:15][CH2:16][C:17]2[CH:22]=[CH:21][CH:20]=[CH:19][CH:18]=2)[C:12]([CH:23]([CH3:25])[CH3:24])=[CH:11][C:10]=1[C:26]1[O:30][N:29]=[C:28]([C:31]([NH:33][CH2:34][CH3:35])=[O:32])[C:27]=1[C:36]1[N:40]=[C:39]([N:45]2[CH2:49][CH2:48][CH2:47][CH2:46]2)[O:38][N:37]=1)[C:2]1[CH:7]=[CH:6][CH:5]=[CH:4][CH:3]=1.